Dataset: Reaction yield outcomes from USPTO patents with 853,638 reactions. Task: Predict the reaction yield, written as a fraction of the theoretical maximum amount of product (1.0 means a 100% yield; for example, 0.34 means a 34% yield). (1) The reactants are Cl[C:2]1[N:7]=[N:6][C:5]([N:8]2[CH2:13][CH2:12][N:11]([C:14]([C:16]3[CH:21]=[CH:20][CH:19]=[CH:18][C:17]=3[C:22]([F:25])([F:24])[F:23])=[O:15])[CH2:10][CH2:9]2)=[CH:4][CH:3]=1.[C:26]1([CH2:32][CH2:33][OH:34])[CH:31]=[CH:30][CH:29]=[CH:28][CH:27]=1.[H-].[Na+].O. The catalyst is C1(C)C=CC=CC=1. The product is [CH2:33]([O:34][C:2]1[N:7]=[N:6][C:5]([N:8]2[CH2:13][CH2:12][N:11]([C:14]([C:16]3[CH:21]=[CH:20][CH:19]=[CH:18][C:17]=3[C:22]([F:25])([F:24])[F:23])=[O:15])[CH2:10][CH2:9]2)=[CH:4][CH:3]=1)[CH2:32][C:26]1[CH:31]=[CH:30][CH:29]=[CH:28][CH:27]=1. The yield is 0.629. (2) The product is [F:38][C:9]([F:8])([F:37])[C:10]1[CH:11]=[CH:12][C:13]([CH2:14][O:15][C:16]2[CH:17]=[C:18]([CH:32]=[CH:33][CH:34]=2)[C:19]([NH:21][C:22]2[CH:27]=[CH:26][CH:25]=[CH:24][C:23]=2[S:28]([NH:29][C:1](=[O:3])[CH3:2])(=[O:30])=[O:31])=[O:20])=[CH:35][CH:36]=1. The reactants are [C:1](OC(=O)C)(=[O:3])[CH3:2].[F:8][C:9]([F:38])([F:37])[C:10]1[CH:36]=[CH:35][C:13]([CH2:14][O:15][C:16]2[CH:17]=[C:18]([CH:32]=[CH:33][CH:34]=2)[C:19]([NH:21][C:22]2[CH:27]=[CH:26][CH:25]=[CH:24][C:23]=2[S:28](=[O:31])(=[O:30])[NH2:29])=[O:20])=[CH:12][CH:11]=1. The yield is 0.967. The catalyst is CN(C)C1C=CN=CC=1.O1CCCC1. (3) The reactants are [OH:1][CH2:2][C:3]([CH3:9])([CH3:8])[C:4]([O:6]C)=O.[CH3:10][O:11][CH2:12][CH2:13][NH2:14]. No catalyst specified. The product is [OH:1][CH2:2][C:3]([CH3:9])([CH3:8])[C:4]([NH:14][CH2:13][CH2:12][O:11][CH3:10])=[O:6]. The yield is 1.00. (4) The catalyst is CO. The reactants are [F:1][C:2]([F:34])([F:33])[C:3]1[CH:28]=[C:27]([C:29]([F:32])([F:31])[F:30])[CH:26]=[CH:25][C:4]=1[CH2:5][O:6][C:7]1[CH:12]=[CH:11][C:10](/[CH:13]=[C:14]2\[NH:15][C:16](=[O:22])[N:17]([CH2:20][CH3:21])[C:18]\2=[NH:19])=[CH:9][C:8]=1[O:23][CH3:24].Cl.[CH3:36][O:37]N. The product is [CH3:36][O:37]/[N:19]=[C:18]1/[N:17]([CH2:20][CH3:21])[C:16](=[O:22])[NH:15]/[C:14]/1=[CH:13]\[C:10]1[CH:11]=[CH:12][C:7]([O:6][CH2:5][C:4]2[CH:25]=[CH:26][C:27]([C:29]([F:31])([F:30])[F:32])=[CH:28][C:3]=2[C:2]([F:1])([F:33])[F:34])=[C:8]([O:23][CH3:24])[CH:9]=1. The yield is 0.460. (5) The reactants are [NH:1]1[C:5]2=[CH:6][N:7]=[CH:8][CH:9]=[C:4]2[CH:3]=[CH:2]1.Cl[CH:11](Cl)[O:12]C.[Cl-].[Cl-].[Cl-].[Al+3]. The catalyst is ClCCCl.[N+](C)([O-])=O. The product is [NH:1]1[C:5]2=[CH:6][N:7]=[CH:8][CH:9]=[C:4]2[C:3]([CH:11]=[O:12])=[CH:2]1. The yield is 0.600. (6) The reactants are [C:1]([C:4]1[CH:9]=[CH:8][CH:7]=[CH:6][CH:5]=1)(=[O:3])[CH3:2].Cl.[C:11]([O:14][CH2:15][CH3:16])(=[O:13])[CH3:12]. The catalyst is O1CCCC1. The product is [OH:3][C:1]([CH:12]1[CH2:16][CH2:15][O:14][C:11]1=[O:13])([C:4]1[CH:9]=[CH:8][CH:7]=[CH:6][CH:5]=1)[CH3:2]. The yield is 0.625. (7) The reactants are [CH3:1][O:2][C:3]1[CH:4]=[C:5]([CH:11]=[CH:12][C:13]=1[O:14][CH2:15][CH:16]1[CH2:21][CH2:20][N:19]([CH3:22])[CH2:18][CH2:17]1)[C:6]([O:8][CH2:9][CH3:10])=[O:7].C(O)(C(F)(F)F)=O.[N+:30]([O-])([OH:32])=[O:31]. The catalyst is C(Cl)Cl. The product is [CH3:1][O:2][C:3]1[CH:4]=[C:5]([C:11]([N+:30]([O-:32])=[O:31])=[CH:12][C:13]=1[O:14][CH2:15][CH:16]1[CH2:17][CH2:18][N:19]([CH3:22])[CH2:20][CH2:21]1)[C:6]([O:8][CH2:9][CH3:10])=[O:7]. The yield is 0.820. (8) The reactants are [Cl:1][C:2]1[CH:3]=[C:4]([C:8](=O)[CH2:9][C:10](=O)[C:11]([F:14])([F:13])[F:12])[CH:5]=[CH:6][CH:7]=1.CC(C1C=CC=C(Cl)C=1)=O.[NH2:27][C:28]1[N:29]=[CH:30][NH:31][C:32]=1[C:33]#[N:34]. No catalyst specified. The product is [Cl:1][C:2]1[CH:3]=[C:4]([C:8]2[CH:9]=[C:10]([C:11]([F:14])([F:13])[F:12])[N:29]3[CH:30]=[N:31][C:32]([C:33]#[N:34])=[C:28]3[N:27]=2)[CH:5]=[CH:6][CH:7]=1. The yield is 0.410.